This data is from Forward reaction prediction with 1.9M reactions from USPTO patents (1976-2016). The task is: Predict the product of the given reaction. (1) Given the reactants [H-].[Al+3].[Li+].[H-].[H-].[H-].[C:7]([C:9]1([F:22])[CH2:14][CH2:13][CH2:12][N:11]([C:15]([O:17][C:18]([CH3:21])([CH3:20])[CH3:19])=[O:16])[CH2:10]1)#[N:8], predict the reaction product. The product is: [NH2:8][CH2:7][C:9]1([F:22])[CH2:14][CH2:13][CH2:12][N:11]([C:15]([O:17][C:18]([CH3:20])([CH3:19])[CH3:21])=[O:16])[CH2:10]1. (2) The product is: [Cl:1][C:2]1[CH:3]=[CH:4][C:5]([C:8]([C:10]2[N:18]3[C:13]([CH:14]=[C:15]([CH:19]([CH3:21])[CH3:20])[CH:16]=[CH:17]3)=[C:12]([C:22](=[O:27])[C:23]([CH3:25])([CH3:26])[CH3:24])[C:11]=2[CH2:28][C:29]([CH3:33])([CH3:34])[C:30]([N:47]([CH3:48])[CH3:46])=[O:31])=[O:9])=[CH:6][CH:7]=1. Given the reactants [Cl:1][C:2]1[CH:7]=[CH:6][C:5]([C:8]([C:10]2[N:18]3[C:13]([CH:14]=[C:15]([CH:19]([CH3:21])[CH3:20])[CH:16]=[CH:17]3)=[C:12]([C:22](=[O:27])[C:23]([CH3:26])([CH3:25])[CH3:24])[C:11]=2[CH2:28][C:29]([CH3:34])([CH3:33])[C:30](O)=[O:31])=[O:9])=[CH:4][CH:3]=1.F[P-](F)(F)(F)(F)F.N1(OC(N(C)C)=[N+](C)C)[C:46]2[N:47]=[CH:48]C=CC=2N=N1.Cl.CNC, predict the reaction product. (3) Given the reactants [C:1]([O:5][P:6]([O-:13])([O:8][C:9]([CH3:12])([CH3:11])[CH3:10])=[O:7])([CH3:4])([CH3:3])[CH3:2].[K+].C(=O)(O)[O-].[Na+].S(Cl)(O[CH2:24][Cl:25])(=O)=O, predict the reaction product. The product is: [P:6]([O:13][CH2:24][Cl:25])([O:5][C:1]([CH3:4])([CH3:3])[CH3:2])([O:8][C:9]([CH3:12])([CH3:11])[CH3:10])=[O:7].